Dataset: Reaction yield outcomes from USPTO patents with 853,638 reactions. Task: Predict the reaction yield, written as a fraction of the theoretical maximum amount of product (1.0 means a 100% yield; for example, 0.34 means a 34% yield). (1) The reactants are C(OC([N:8]1[CH2:13][CH2:12][CH:11]([CH2:14][CH2:15][O:16][C:17]2[CH:22]=[CH:21][CH:20]=[CH:19][CH:18]=2)[CH2:10][CH2:9]1)=O)(C)(C)C.Cl.CCOCC. The catalyst is CO. The product is [O:16]([CH2:15][CH2:14][CH:11]1[CH2:10][CH2:9][NH:8][CH2:13][CH2:12]1)[C:17]1[CH:22]=[CH:21][CH:20]=[CH:19][CH:18]=1. The yield is 0.890. (2) The reactants are N[C:2]1[CH:3]=[C:4]2[C:9](=[CH:10][C:11]=1[O:12][CH3:13])[CH:8]([C:14]1[CH:19]=[CH:18][C:17]([N+:20]([O-:22])=[O:21])=[CH:16][CH:15]=1)[O:7][CH:6]([CH3:23])[CH2:5]2.N([O-])=O.[Na+].O[PH2]=O. The catalyst is OS(O)(=O)=O. The product is [CH3:23][CH:6]1[CH2:5][C:4]2[C:9](=[CH:10][C:11]([O:12][CH3:13])=[CH:2][CH:3]=2)[CH:8]([C:14]2[CH:19]=[CH:18][C:17]([N+:20]([O-:22])=[O:21])=[CH:16][CH:15]=2)[O:7]1. The yield is 0.860. (3) The reactants are Br[CH2:2][CH2:3][CH2:4][N:5]1[C:9]2[CH:10]=[CH:11][C:12]([CH:14]=[O:15])=[CH:13][C:8]=2[NH:7][C:6]1=[O:16].[OH:17][C:18]([C:35]1[S:36][CH:37]=[CH:38][CH:39]=1)([C:30]1[S:31][CH:32]=[CH:33][CH:34]=1)[C:19]([O:21][C@H:22]1[CH2:27][CH2:26][C@H:25]([NH:28][CH3:29])[CH2:24][CH2:23]1)=[O:20].C(N(CC)CC)C. The catalyst is C(#N)C.C1COCC1. The product is [OH:17][C:18]([C:30]1[S:31][CH:32]=[CH:33][CH:34]=1)([C:35]1[S:36][CH:37]=[CH:38][CH:39]=1)[C:19]([O:21][C@H:22]1[CH2:23][CH2:24][C@H:25]([N:28]([CH2:2][CH2:3][CH2:4][N:5]2[C:9]3[CH:10]=[CH:11][C:12]([CH:14]=[O:15])=[CH:13][C:8]=3[NH:7][C:6]2=[O:16])[CH3:29])[CH2:26][CH2:27]1)=[O:20]. The yield is 0.360. (4) The catalyst is C(Cl)Cl.CCOC(C)=O.O. The product is [CH3:34][C@H:14]1[C:15]2[C:20]([N:21]3[CH2:26][CH2:25][N:24]([C:27]([O:29][C:30]([CH3:33])([CH3:32])[CH3:31])=[O:28])[CH2:23][CH2:22]3)=[N:19][CH:18]=[N:17][C:16]=2[C:12](=[O:11])[CH2:13]1. The yield is 0.823. The reactants are CS(C)=O.C(Cl)(=O)C(Cl)=O.[OH:11][CH:12]1[C:16]2[N:17]=[CH:18][N:19]=[C:20]([N:21]3[CH2:26][CH2:25][N:24]([C:27]([O:29][C:30]([CH3:33])([CH3:32])[CH3:31])=[O:28])[CH2:23][CH2:22]3)[C:15]=2[C@H:14]([CH3:34])[CH2:13]1.C(N(CC)CC)C. (5) The reactants are [F:1][C:2]1[C:11]([OH:12])=[C:10]2[C:5]([CH:6]=[CH:7][C:8]([O:13]C)=[N:9]2)=[C:4](/[CH:15]=[CH:16]/[C:17]([O:19][CH2:20][CH3:21])=[O:18])[CH:3]=1.[H-].[Na+].S(C1C=CC([N+]([O-])=O)=CC=1)([O:27][CH2:28][C@H:29]1O[CH2:30]1)(=O)=O. The catalyst is CN(C=O)C. The product is [F:1][C:2]1[C:11]2[O:12][CH2:30][C@@H:29]([CH2:28][OH:27])[N:9]3[C:10]=2[C:5]([CH:6]=[CH:7][C:8]3=[O:13])=[C:4](/[CH:15]=[CH:16]/[C:17]([O:19][CH2:20][CH3:21])=[O:18])[CH:3]=1. The yield is 0.470. (6) The reactants are C(N(C(C)C)C(C)C)C.[CH3:10][C:11]1[CH:19]=[CH:18][CH:17]=[CH:16][C:12]=1[C:13](Cl)=[O:14].Cl.[CH3:21][O:22][C:23]([C:25]1[CH:26]=[C:27]2[C:31](=[CH:32][CH:33]=1)[CH2:30][CH2:29][C@H:28]2[NH2:34])=[O:24]. The catalyst is C(Cl)Cl.C(OCC)(=O)C. The product is [CH3:10][C:11]1[CH:19]=[CH:18][CH:17]=[CH:16][C:12]=1[C:13]([NH:34][C@H:28]1[C:27]2[C:31](=[CH:32][CH:33]=[C:25]([C:23]([O:22][CH3:21])=[O:24])[CH:26]=2)[CH2:30][CH2:29]1)=[O:14]. The yield is 0.700.